From a dataset of Forward reaction prediction with 1.9M reactions from USPTO patents (1976-2016). Predict the product of the given reaction. (1) Given the reactants [Br:1][C:2]1[CH:7]=[CH:6][C:5]([C:8]2[O:12][N:11]=[C:10]([CH3:13])[C:9]=2[CH:14]([OH:24])[CH2:15][CH2:16][CH2:17][C:18]2[CH:23]=[CH:22][CH:21]=[CH:20][CH:19]=2)=[CH:4][CH:3]=1.[Si:25](Cl)([C:28]([CH3:31])([CH3:30])[CH3:29])([CH3:27])[CH3:26].N1C=CN=C1, predict the reaction product. The product is: [Br:1][C:2]1[CH:3]=[CH:4][C:5]([C:8]2[O:12][N:11]=[C:10]([CH3:13])[C:9]=2[CH:14]([O:24][Si:25]([C:28]([CH3:31])([CH3:30])[CH3:29])([CH3:27])[CH3:26])[CH2:15][CH2:16][CH2:17][C:18]2[CH:23]=[CH:22][CH:21]=[CH:20][CH:19]=2)=[CH:6][CH:7]=1. (2) Given the reactants Cl[C:2]1[N:7]=[C:6]([O:8][C:9]2[CH:35]=[CH:34][CH:33]=[CH:32][C:10]=2[CH2:11][NH:12][C:13]([NH:15][C:16]2[N:20]([C:21]3[CH:26]=[CH:25][C:24]([CH3:27])=[CH:23][CH:22]=3)[N:19]=[C:18]([C:28]([CH3:31])([CH3:30])[CH3:29])[CH:17]=2)=[O:14])[CH:5]=[CH:4][N:3]=1.[C:36](=[O:39])([O-])[O-].[Na+].[Na+], predict the reaction product. The product is: [O:39]1[CH2:36][CH2:2][N:3]([C:2]2[N:7]=[C:6]([O:8][C:9]3[CH:35]=[CH:34][CH:33]=[CH:32][C:10]=3[CH2:11][NH:12][C:13]([NH:15][C:16]3[N:20]([C:21]4[CH:22]=[CH:23][C:24]([CH3:27])=[CH:25][CH:26]=4)[N:19]=[C:18]([C:28]([CH3:31])([CH3:30])[CH3:29])[CH:17]=3)=[O:14])[CH:5]=[CH:4][N:3]=2)[CH2:4][CH2:5]1. (3) Given the reactants [C:1]([O:4][C:5]1[CH:6]=[C:7]2[C:11](=[CH:12][CH:13]=1)[N:10]([CH3:14])[C:9]([CH3:15])=[C:8]2[C:16]([OH:18])=O)(=[O:3])[CH3:2].C(Cl)(=O)C([Cl:22])=O, predict the reaction product. The product is: [C:1]([O:4][C:5]1[CH:6]=[C:7]2[C:11](=[CH:12][CH:13]=1)[N:10]([CH3:14])[C:9]([CH3:15])=[C:8]2[C:16]([Cl:22])=[O:18])(=[O:3])[CH3:2]. (4) Given the reactants [Si:1]([O:8][C@H:9]([CH2:15][CH2:16][C@:17]1([CH3:30])[C@H:21]([CH:22]=[CH2:23])[O:20][C@H:19]([C:24]2[CH:29]=[CH:28][CH:27]=[CH:26][CH:25]=2)[O:18]1)[CH2:10][C:11]([O:13]C)=[O:12])([C:4]([CH3:7])([CH3:6])[CH3:5])([CH3:3])[CH3:2].[OH-].[Li+].Cl, predict the reaction product. The product is: [Si:1]([O:8][C@H:9]([CH2:15][CH2:16][C@:17]1([CH3:30])[C@H:21]([CH:22]=[CH2:23])[O:20][C@H:19]([C:24]2[CH:25]=[CH:26][CH:27]=[CH:28][CH:29]=2)[O:18]1)[CH2:10][C:11]([OH:13])=[O:12])([C:4]([CH3:5])([CH3:6])[CH3:7])([CH3:3])[CH3:2]. (5) Given the reactants [Cl:1][C:2]1[CH:7]=[CH:6][C:5]([CH3:8])=[CH:4][C:3]=1[OH:9].[CH3:10]OS(OC)(=O)=O.C([O-])([O-])=O.[K+].[K+], predict the reaction product. The product is: [Cl:1][C:2]1[CH:7]=[CH:6][C:5]([CH3:8])=[CH:4][C:3]=1[O:9][CH3:10].